This data is from Catalyst prediction with 721,799 reactions and 888 catalyst types from USPTO. The task is: Predict which catalyst facilitates the given reaction. Reactant: Cl[C:2]1[N:3]=[CH:4][C:5]([C:8]([O:10]C)=[O:9])=[N:6][CH:7]=1.[NH:12]1[CH:16]=[N:15][CH:14]=[N:13]1.C(=O)([O-])[O-].[K+].[K+].Cl. Product: [N:12]1([C:2]2[N:3]=[CH:4][C:5]([C:8]([OH:10])=[O:9])=[N:6][CH:7]=2)[CH:16]=[N:15][CH:14]=[N:13]1. The catalyst class is: 35.